From a dataset of NCI-60 drug combinations with 297,098 pairs across 59 cell lines. Regression. Given two drug SMILES strings and cell line genomic features, predict the synergy score measuring deviation from expected non-interaction effect. (1) Drug 1: CC1CCC2CC(C(=CC=CC=CC(CC(C(=O)C(C(C(=CC(C(=O)CC(OC(=O)C3CCCCN3C(=O)C(=O)C1(O2)O)C(C)CC4CCC(C(C4)OC)O)C)C)O)OC)C)C)C)OC. Drug 2: C1=CC=C(C(=C1)C(C2=CC=C(C=C2)Cl)C(Cl)Cl)Cl. Cell line: IGROV1. Synergy scores: CSS=-1.66, Synergy_ZIP=-0.656, Synergy_Bliss=-2.67, Synergy_Loewe=-1.10, Synergy_HSA=-2.65. (2) Drug 1: C1CCC(CC1)NC(=O)N(CCCl)N=O. Drug 2: CC1=C(C(=CC=C1)Cl)NC(=O)C2=CN=C(S2)NC3=CC(=NC(=N3)C)N4CCN(CC4)CCO. Cell line: NCI-H322M. Synergy scores: CSS=18.1, Synergy_ZIP=-3.20, Synergy_Bliss=-0.170, Synergy_Loewe=-12.8, Synergy_HSA=-0.420. (3) Drug 1: C1=NC2=C(N1)C(=S)N=CN2. Drug 2: CC1CCCC2(C(O2)CC(NC(=O)CC(C(C(=O)C(C1O)C)(C)C)O)C(=CC3=CSC(=N3)C)C)C. Cell line: SF-295. Synergy scores: CSS=63.1, Synergy_ZIP=0.903, Synergy_Bliss=0.269, Synergy_Loewe=-3.29, Synergy_HSA=3.04. (4) Drug 1: CC1=C2C(C(=O)C3(C(CC4C(C3C(C(C2(C)C)(CC1OC(=O)C(C(C5=CC=CC=C5)NC(=O)OC(C)(C)C)O)O)OC(=O)C6=CC=CC=C6)(CO4)OC(=O)C)OC)C)OC. Drug 2: CC1=CC=C(C=C1)C2=CC(=NN2C3=CC=C(C=C3)S(=O)(=O)N)C(F)(F)F. Cell line: HCT116. Synergy scores: CSS=67.6, Synergy_ZIP=5.35, Synergy_Bliss=6.44, Synergy_Loewe=-8.83, Synergy_HSA=9.12. (5) Drug 1: CN(C)N=NC1=C(NC=N1)C(=O)N. Drug 2: CC1=C(N=C(N=C1N)C(CC(=O)N)NCC(C(=O)N)N)C(=O)NC(C(C2=CN=CN2)OC3C(C(C(C(O3)CO)O)O)OC4C(C(C(C(O4)CO)O)OC(=O)N)O)C(=O)NC(C)C(C(C)C(=O)NC(C(C)O)C(=O)NCCC5=NC(=CS5)C6=NC(=CS6)C(=O)NCCC[S+](C)C)O. Cell line: LOX IMVI. Synergy scores: CSS=39.6, Synergy_ZIP=-6.32, Synergy_Bliss=-0.951, Synergy_Loewe=0.503, Synergy_HSA=1.36. (6) Drug 1: CC1CCC2CC(C(=CC=CC=CC(CC(C(=O)C(C(C(=CC(C(=O)CC(OC(=O)C3CCCCN3C(=O)C(=O)C1(O2)O)C(C)CC4CCC(C(C4)OC)OCCO)C)C)O)OC)C)C)C)OC. Drug 2: C1=NC2=C(N1)C(=S)N=CN2. Cell line: LOX IMVI. Synergy scores: CSS=57.5, Synergy_ZIP=-4.25, Synergy_Bliss=0.664, Synergy_Loewe=-0.915, Synergy_HSA=1.52.